This data is from hERG potassium channel inhibition data for cardiac toxicity prediction from Karim et al.. The task is: Regression/Classification. Given a drug SMILES string, predict its toxicity properties. Task type varies by dataset: regression for continuous values (e.g., LD50, hERG inhibition percentage) or binary classification for toxic/non-toxic outcomes (e.g., AMES mutagenicity, cardiotoxicity, hepatotoxicity). Dataset: herg_karim. (1) The result is 1 (blocker). The molecule is CC(C)N(CCc1c[nH]c2ccccc12)Cc1ccc(C=CC(=O)NO)cc1. (2) The molecule is O=c1cc(OCc2ccccc2)ccn1-c1ccc2c(cnn2CCN2CCC[C@@H]2CO)c1. The result is 1 (blocker). (3) The compound is CN([C@H]1CC[C@H](n2cc(C(N)=O)c(Nc3ccc(Cl)cc3)n2)[C@@H](C#N)C1)C1(C)COC1. The result is 0 (non-blocker). (4) The molecule is Cc1c(-c2ccc(F)cc2F)noc1-c1ccc2c(c1)CN(C(C)C)C2=O. The result is 1 (blocker). (5) The drug is COc1cccc(N2CCN(CCCCn3ncc(=O)n(C)c3=O)CC2)c1. The result is 0 (non-blocker). (6) The molecule is CS(=O)(=O)Nc1ccc(OCC(O)CN(CCc2ccc(Cl)c(Cl)c2)Cc2ccc(F)c(F)c2F)cc1. The result is 1 (blocker). (7) The compound is O=C(O)CCC(=O)N1CCc2cc(-c3noc(-c4cc(C(F)(F)F)cc(C(F)(F)F)c4)n3)ccc21. The result is 0 (non-blocker). (8) The result is 1 (blocker). The molecule is Cc1ccc(/C=C/CN(C)Cc2ccc3c(c2)OCCC3)cc1.Cl. (9) The drug is Cc1ncccc1-c1nnc(SCCCN2CCc3ccc4oc(C(F)(F)F)nc4c3CC2)n1C. The result is 1 (blocker). (10) The result is 1 (blocker). The molecule is COc1ccc([C@H]2CN(CCC3CCS(=O)(=O)CC3)C[C@@H]2CC(=O)Nc2cccc(Cl)c2)cc1.